Dataset: Ames mutagenicity test results for genotoxicity prediction. Task: Regression/Classification. Given a drug SMILES string, predict its toxicity properties. Task type varies by dataset: regression for continuous values (e.g., LD50, hERG inhibition percentage) or binary classification for toxic/non-toxic outcomes (e.g., AMES mutagenicity, cardiotoxicity, hepatotoxicity). Dataset: ames. (1) The compound is CC(C)NC(=O)/C=C\c1ccc([N+](=O)[O-])o1. The result is 1 (mutagenic). (2) The compound is O=[N+]([O-])c1ccc2nc3ccc([N+](=O)[O-])cc3nc2c1. The result is 1 (mutagenic). (3) The molecule is Oc1ccc(O)c2ccccc12. The result is 1 (mutagenic).